Dataset: Full USPTO retrosynthesis dataset with 1.9M reactions from patents (1976-2016). Task: Predict the reactants needed to synthesize the given product. (1) The reactants are: [F:1][C:2]1[CH:7]=[C:6]([S:8][C:9]([F:12])([F:11])[F:10])[CH:5]=[CH:4][C:3]=1[N:13]([CH3:22])[C:14]([NH:16][CH2:17][C:18]([O:20][CH3:21])=[O:19])=[O:15].C(N(C(C)C)CC)(C)C.[F:32][C:33]1[CH:41]=[CH:40][CH:39]=[C:38]([F:42])[C:34]=1[C:35](Cl)=[O:36].C(OC)(C)(C)C. Given the product [F:32][C:33]1[CH:41]=[CH:40][CH:39]=[C:38]([F:42])[C:34]=1[C:35]([N:16]([CH2:17][C:18]([O:20][CH3:21])=[O:19])[C:14]([N:13]([C:3]1[CH:4]=[CH:5][C:6]([S:8][C:9]([F:11])([F:12])[F:10])=[CH:7][C:2]=1[F:1])[CH3:22])=[O:15])=[O:36], predict the reactants needed to synthesize it. (2) Given the product [Cl:1][C:2]1[C:7]([C:8]#[N:9])=[C:6]([NH:10][CH2:11][CH2:12][OH:13])[N:5]=[C:4]([NH:25][CH2:23][CH:22]2[CH2:19][CH2:20]2)[N:3]=1, predict the reactants needed to synthesize it. The reactants are: [Cl:1][C:2]1[C:7]([C:8]#[N:9])=[C:6]([NH:10][CH2:11][CH2:12][OH:13])[N:5]=[C:4](S(C)(=O)=O)[N:3]=1.N[C:19]1([CH3:22])C[CH2:20]1.[CH2:23]([N:25](C(C)C)C(C)C)C. (3) The reactants are: Br[C:2]1[CH:3]=[CH:4][C:5]2[N:6]([CH:8]=[C:9]([CH3:11])[N:10]=2)[CH:7]=1.CC1(C)C(C)(C)OB(B2OC(C)(C)C(C)(C)O2)O1.ClCCl.C([O-])(=O)C.[K+].Br[C:39]1[C:40](=[O:50])[O:41][C:42]2[C:47]([CH:48]=1)=[CH:46][CH:45]=[C:44]([F:49])[CH:43]=2.C([O-])([O-])=O.[K+].[K+]. Given the product [F:49][C:44]1[CH:43]=[C:42]2[C:47]([CH:48]=[C:39]([C:2]3[CH:3]=[CH:4][C:5]4[N:6]([CH:8]=[C:9]([CH3:11])[N:10]=4)[CH:7]=3)[C:40](=[O:50])[O:41]2)=[CH:46][CH:45]=1, predict the reactants needed to synthesize it. (4) Given the product [NH:20]1[CH2:19][CH2:18][N:5]=[C:6]1[C:7]1[CH:8]=[CH:9][C:10]([C:11]([O:13][CH2:14][CH3:15])=[O:12])=[CH:16][CH:17]=1, predict the reactants needed to synthesize it. The reactants are: Cl.C(O[N:5]=[CH:6][C:7]1[CH:17]=[CH:16][C:10]([C:11]([O:13][CH2:14][CH3:15])=[O:12])=[CH:9][CH:8]=1)C.[CH2:18](N)[CH2:19][NH2:20]. (5) Given the product [CH3:20][O:19][C:12]1[CH:13]=[CH:14][CH:15]=[C:16]2[C:11]=1[N:10]([CH3:21])[C:9](=[O:22])[N:8]([C:4]1[CH:5]=[CH:6][CH:7]=[C:2]([B:27]3[O:28][C:29]([CH3:31])([CH3:30])[C:25]([CH3:41])([CH3:24])[O:26]3)[C:3]=1[CH3:23])[C:17]2=[O:18], predict the reactants needed to synthesize it. The reactants are: Br[C:2]1[C:3]([CH3:23])=[C:4]([N:8]2[C:17](=[O:18])[C:16]3[C:11](=[C:12]([O:19][CH3:20])[CH:13]=[CH:14][CH:15]=3)[N:10]([CH3:21])[C:9]2=[O:22])[CH:5]=[CH:6][CH:7]=1.[CH3:24][C:25]1([CH3:41])[C:29]([CH3:31])([CH3:30])[O:28][B:27]([B:27]2[O:28][C:29]([CH3:31])([CH3:30])[C:25]([CH3:41])([CH3:24])[O:26]2)[O:26]1.C([O-])(=O)C.[K+].